Task: Predict the product of the given reaction.. Dataset: Forward reaction prediction with 1.9M reactions from USPTO patents (1976-2016) Given the reactants [N+:1]([O-:4])([OH:3])=[O:2].[F:5][C:6]1[CH:11]=[CH:10][CH:9]=[C:8]([O:12][CH3:13])[C:7]=1[O:14][CH3:15], predict the reaction product. The product is: [F:5][C:6]1[C:7]([O:14][CH3:15])=[C:8]([O:12][CH3:13])[CH:9]=[CH:10][C:11]=1[N+:1]([O-:4])=[O:2].[F:5][C:6]1[CH:11]=[C:10]([N+:1]([O-:3])=[O:2])[CH:9]=[C:8]([O:12][CH3:13])[C:7]=1[O:14][CH3:15].